From a dataset of Reaction yield outcomes from USPTO patents with 853,638 reactions. Predict the reaction yield, written as a fraction of the theoretical maximum amount of product (1.0 means a 100% yield; for example, 0.34 means a 34% yield). (1) The reactants are C(Cl)CCl.[CH3:5][NH:6][CH2:7][C:8]1[NH:9][C:10]2[C:15]([C:16]=1[CH3:17])=[CH:14][CH:13]=[CH:12][CH:11]=2.Cl.[O:19]=[C:20]1[NH:26][C:25]2[N:27]=[CH:28][C:29](/[CH:31]=[CH:32]/[C:33](O)=[O:34])=[CH:30][C:24]=2[CH2:23][O:22][CH2:21]1.C1C=CC2N(O)N=NC=2C=1.O.CCN(C(C)C)C(C)C. The catalyst is CN(C=O)C.O. The product is [CH3:5][N:6]([CH2:7][C:8]1[NH:9][C:10]2[C:15]([C:16]=1[CH3:17])=[CH:14][CH:13]=[CH:12][CH:11]=2)[C:33](=[O:34])/[CH:32]=[CH:31]/[C:29]1[CH:28]=[N:27][C:25]2[NH:26][C:20](=[O:19])[CH2:21][O:22][CH2:23][C:24]=2[CH:30]=1. The yield is 0.0400. (2) The product is [NH:9]1[C:10]2[C:6](=[CH:5][CH:4]=[C:3]([CH:1]=[C:14]([C:15]([N:17]3[CH2:18][CH2:20][CH2:22][CH2:21]3)=[O:16])[C:12]#[N:13])[CH:11]=2)[CH:7]=[N:8]1. The catalyst is C1COCC1. The yield is 0.200. The reactants are [CH:1]([C:3]1[CH:11]=[C:10]2[C:6]([CH:7]=[N:8][NH:9]2)=[CH:5][CH:4]=1)=O.[C:12]([CH2:14][C:15]([NH:17][CH:18]([CH3:20])C)=[O:16])#[N:13].[CH2:21]1CCN2C(=NCCC2)C[CH2:22]1.